The task is: Predict the reactants needed to synthesize the given product.. This data is from Full USPTO retrosynthesis dataset with 1.9M reactions from patents (1976-2016). (1) Given the product [Cl:1][C:2]1[N:7]=[N:6][C:5]([C:8]([NH2:22])=[O:9])=[C:4]([NH:13][C:14]2[CH:19]=[C:18]([CH3:20])[CH:17]=[C:16]([CH3:21])[N:15]=2)[CH:3]=1, predict the reactants needed to synthesize it. The reactants are: [Cl:1][C:2]1[N:7]=[N:6][C:5]([C:8](OCC)=[O:9])=[C:4]([NH:13][C:14]2[CH:19]=[C:18]([CH3:20])[CH:17]=[C:16]([CH3:21])[N:15]=2)[CH:3]=1.[NH3:22]. (2) Given the product [N:1]1([C:5]2[N:10]=[C:9]([CH2:11][N:12]3[C@@H:16]([CH3:17])[C@@H:15]([C:18]4[CH:23]=[C:22]([C:24]([F:27])([F:26])[F:25])[CH:21]=[C:20]([C:28]([F:31])([F:30])[F:29])[CH:19]=4)[O:14][C:13]3=[O:32])[C:8]([C:37]3[CH:38]=[C:39]([N+:42]([O-:44])=[O:43])[CH:40]=[CH:41][C:36]=3[O:35][CH3:34])=[CH:7][CH:6]=2)[CH2:4][CH2:3][CH2:2]1, predict the reactants needed to synthesize it. The reactants are: [N:1]1([C:5]2[N:10]=[C:9]([CH2:11][N:12]3[C@@H:16]([CH3:17])[C@@H:15]([C:18]4[CH:23]=[C:22]([C:24]([F:27])([F:26])[F:25])[CH:21]=[C:20]([C:28]([F:31])([F:30])[F:29])[CH:19]=4)[O:14][C:13]3=[O:32])[C:8](Br)=[CH:7][CH:6]=2)[CH2:4][CH2:3][CH2:2]1.[CH3:34][O:35][C:36]1[CH:41]=[CH:40][C:39]([N+:42]([O-:44])=[O:43])=[CH:38][C:37]=1B1OCC(C)(C)CO1.N#N.C([O-])([O-])=O.[K+].[K+]. (3) Given the product [N:20]([C:16]1[CH:15]=[N:14][C:13]2[C:18](=[CH:19][C:10]([O:9][CH3:8])=[CH:11][CH:12]=2)[N:17]=1)=[C:28]=[S:29], predict the reactants needed to synthesize it. The reactants are: FC(F)(F)C(O)=O.[CH3:8][O:9][C:10]1[CH:19]=[C:18]2[C:13]([N:14]=[CH:15][C:16]([NH2:20])=[N:17]2)=[CH:12][CH:11]=1.C(N(CC)CC)C.[C:28](N1C=CC=CC1=O)(N1C=CC=CC1=O)=[S:29]. (4) Given the product [CH:1]1([N:7]([C@H:19]2[CH2:20][CH2:21][C@H:22]([CH3:25])[CH2:23][CH2:24]2)[C:8]([NH:10][C:11]2[S:12][C:13]([S:16][CH2:34][CH2:35][N:36]([CH2:39][CH3:40])[CH2:37][CH3:38])=[CH:14][N:15]=2)=[O:9])[CH2:2][CH2:3][CH2:4][CH2:5][CH2:6]1, predict the reactants needed to synthesize it. The reactants are: [CH:1]1([N:7]([C@H:19]2[CH2:24][CH2:23][C@H:22]([CH3:25])[CH2:21][CH2:20]2)[C:8]([NH:10][C:11]2[S:12][C:13]([S:16]C#N)=[CH:14][N:15]=2)=[O:9])[CH2:6][CH2:5][CH2:4][CH2:3][CH2:2]1.SC[C@@H]([C@@H](CS)O)O.[CH3:34][CH2:35][N:36]([CH2:39][CH2:40]Cl)[CH2:37][CH3:38]. (5) Given the product [CH3:22][CH:21]([CH3:23])[CH2:20][C@@H:17]([NH:16][C:14]1[S:15][C:11]2[CH:10]=[C:9]([O:8][C:6]3[CH:5]=[CH:4][N:3]=[C:2]([C:30]4[CH:29]=[N:28][N:27]([CH3:26])[CH:31]=4)[CH:7]=3)[CH:25]=[CH:24][C:12]=2[N:13]=1)[CH2:18][OH:19], predict the reactants needed to synthesize it. The reactants are: Cl[C:2]1[CH:7]=[C:6]([O:8][C:9]2[CH:25]=[CH:24][C:12]3[N:13]=[C:14]([NH:16][C@H:17]([CH2:20][CH:21]([CH3:23])[CH3:22])[CH2:18][OH:19])[S:15][C:11]=3[CH:10]=2)[CH:5]=[CH:4][N:3]=1.[CH3:26][N:27]1[CH:31]=[C:30](B2OC(C)(C)C(C)(C)O2)[CH:29]=[N:28]1.C([O-])([O-])=O.[Na+].[Na+]. (6) Given the product [Cl:25][C:2]1[N:10]2[C:6](=[N:7][C:8]3[CH:14]=[CH:13][CH:12]=[CH:11][C:9]=32)[C:5]([C:15]#[N:16])=[CH:4][C:3]=1[C:17]1[CH:22]=[CH:21][CH:20]=[CH:19][CH:18]=1, predict the reactants needed to synthesize it. The reactants are: O=[C:2]1[N:10]2[C:6]([NH:7][C:8]3[CH:14]=[CH:13][CH:12]=[CH:11][C:9]=32)=[C:5]([C:15]#[N:16])[CH:4]=[C:3]1[C:17]1[CH:22]=[CH:21][CH:20]=[CH:19][CH:18]=1.P(Cl)(Cl)([Cl:25])=O.